This data is from Forward reaction prediction with 1.9M reactions from USPTO patents (1976-2016). The task is: Predict the product of the given reaction. Given the reactants C(OC([N:8]1[CH2:13][CH2:12][CH:11]([NH:14][C:15]2[C:24]3[C:19](=[CH:20][CH:21]=[CH:22][CH:23]=3)[CH:18]=[CH:17][N:16]=2)[CH2:10][CH2:9]1)=O)(C)(C)C.[ClH:25], predict the reaction product. The product is: [ClH:25].[ClH:25].[C:15]1([NH:14][CH:11]2[CH2:12][CH2:13][NH:8][CH2:9][CH2:10]2)[C:24]2[C:19](=[CH:20][CH:21]=[CH:22][CH:23]=2)[CH:18]=[CH:17][N:16]=1.